Task: Predict the reaction yield, written as a fraction of the theoretical maximum amount of product (1.0 means a 100% yield; for example, 0.34 means a 34% yield).. Dataset: Reaction yield outcomes from USPTO patents with 853,638 reactions (1) The reactants are [OH:1][CH:2]([C:30]1([C:36]2[CH:41]=[CH:40][CH:39]=[CH:38][CH:37]=2)SCCCS1)[C:3]([NH:6][C:7]([CH:9]([NH:21][C:22]([N:24]1[CH2:29][CH2:28][O:27][CH2:26][CH2:25]1)=[O:23])[CH2:10][S:11]([CH2:14][C:15]1[CH:20]=[CH:19][CH:18]=[CH:17][CH:16]=1)(=[O:13])=[O:12])=[O:8])([CH3:5])[CH3:4].O.C(=O)([O-])[O-:44].[Ca+2]. The catalyst is C(#N)C.C(OCC)(=O)C.C(Cl)Cl.Cl[Hg]Cl. The product is [OH:1][CH:2]([C:30](=[O:44])[C:36]1[CH:37]=[CH:38][CH:39]=[CH:40][CH:41]=1)[C:3]([NH:6][C:7]([CH:9]([NH:21][C:22]([N:24]1[CH2:29][CH2:28][O:27][CH2:26][CH2:25]1)=[O:23])[CH2:10][S:11]([CH2:14][C:15]1[CH:16]=[CH:17][CH:18]=[CH:19][CH:20]=1)(=[O:13])=[O:12])=[O:8])([CH3:4])[CH3:5]. The yield is 1.00. (2) The reactants are [O:1]=[C:2]1[C:7]([CH2:8][C:9]2[CH:14]=[CH:13][C:12]([C:15]3[C:16]([C:21]#[N:22])=[CH:17][CH:18]=[CH:19][CH:20]=3)=[CH:11][CH:10]=2)=[C:6]([CH2:23][CH2:24][CH3:25])[N:5]2[N:26]=[CH:27][N:28]=[C:4]2[N:3]1[CH:29]1[CH2:41][CH2:40][C:32]2([O:36][C@H:35]3[CH2:37][CH2:38][CH2:39][C@H:34]3[O:33]2)[CH2:31][CH2:30]1.C([BH3-])#N.[Na+].O1CCCC1. The catalyst is C(OCC)(=O)C. The product is [OH:36][C@H:35]1[CH2:37][CH2:38][CH2:39][C@H:34]1[O:33][C@H:32]1[CH2:31][CH2:30][C@H:29]([N:3]2[C:2](=[O:1])[C:7]([CH2:8][C:9]3[CH:14]=[CH:13][C:12]([C:15]4[C:16]([C:21]#[N:22])=[CH:17][CH:18]=[CH:19][CH:20]=4)=[CH:11][CH:10]=3)=[C:6]([CH2:23][CH2:24][CH3:25])[N:5]3[N:26]=[CH:27][N:28]=[C:4]23)[CH2:41][CH2:40]1. The yield is 0.720. (3) The reactants are P(Cl)(Cl)(Cl)=O.[F:6][C:7]1[C:13]([F:14])=[CH:12][CH:11]=[CH:10][C:8]=1[NH2:9].[Cl:15][CH2:16][CH2:17][CH2:18][CH2:19][O:20][C:21]1[CH:30]=[C:29]2[C:24]([C:25]([NH:31][C:32]3[CH:36]=[C:35]([CH2:37][C:38](O)=[O:39])[NH:34][N:33]=3)=[N:26][CH:27]=[N:28]2)=[CH:23][CH:22]=1.N1C=CC=CC=1. The catalyst is C(OCC)C.C(OCC)(=O)C. The yield is 0.840. The product is [Cl:15][CH2:16][CH2:17][CH2:18][CH2:19][O:20][C:21]1[CH:30]=[C:29]2[C:24]([C:25]([NH:31][C:32]3[CH:36]=[C:35]([CH2:37][C:38]([NH:9][C:8]4[CH:10]=[CH:11][CH:12]=[C:13]([F:14])[C:7]=4[F:6])=[O:39])[NH:34][N:33]=3)=[N:26][CH:27]=[N:28]2)=[CH:23][CH:22]=1. (4) The reactants are [CH:1](=O)[C:2]1[CH:7]=[CH:6][CH:5]=[CH:4][CH:3]=1.[NH2:9][C:10]1[S:11][C:12]([S:15]([C:18]2[CH:23]=[CH:22][C:21]([N+:24]([O-:26])=[O:25])=[CH:20][CH:19]=2)(=[O:17])=[O:16])=[CH:13][N:14]=1.C(O[C:30](=[O:43])[C:31]([OH:42])=[CH:32][C:33](=[O:41])[C:34]1[CH:39]=[CH:38][C:37]([CH3:40])=[CH:36][CH:35]=1)C. No catalyst specified. The product is [OH:42][C:31]1[C:30](=[O:43])[N:9]([C:10]2[S:11][C:12]([S:15]([C:18]3[CH:19]=[CH:20][C:21]([N+:24]([O-:26])=[O:25])=[CH:22][CH:23]=3)(=[O:16])=[O:17])=[CH:13][N:14]=2)[CH:1]([C:2]2[CH:7]=[CH:6][CH:5]=[CH:4][CH:3]=2)[C:32]=1[C:33](=[O:41])[C:34]1[CH:35]=[CH:36][C:37]([CH3:40])=[CH:38][CH:39]=1. The yield is 0.230.